Predict which catalyst facilitates the given reaction. From a dataset of Catalyst prediction with 721,799 reactions and 888 catalyst types from USPTO. The catalyst class is: 3. Product: [Br:1][C:2]1[C:7]([CH3:8])=[CH:6][C:5]([C:9]2[N:13]=[CH:12][N:11]([CH2:21][C:22]([CH3:25])([OH:23])[CH3:24])[N:10]=2)=[CH:4][C:3]=1[CH3:14]. Reactant: [Br:1][C:2]1[C:7]([CH3:8])=[CH:6][C:5]([C:9]2[N:13]=[CH:12][NH:11][N:10]=2)=[CH:4][C:3]=1[CH3:14].C([O-])([O-])=O.[Cs+].[Cs+].[CH3:21][C:22]1([CH3:25])[CH2:24][O:23]1.O.